This data is from Reaction yield outcomes from USPTO patents with 853,638 reactions. The task is: Predict the reaction yield, written as a fraction of the theoretical maximum amount of product (1.0 means a 100% yield; for example, 0.34 means a 34% yield). (1) The reactants are [CH3:1][N:2]1[C:15]2[C:10](=[CH:11][CH:12]=[CH:13][CH:14]=2)[C:4]2([CH2:9][CH2:8][NH:7][CH2:6][CH2:5]2)[CH2:3]1.Br[CH2:17][C:18]1[CH:41]=[CH:40][C:21]([CH2:22][O:23][C:24]2[CH:29]=[CH:28][C:27]([C@@H:30]([C:37]#[C:38][CH3:39])[CH2:31][C:32]([O:34][CH2:35][CH3:36])=[O:33])=[CH:26][CH:25]=2)=[CH:20][CH:19]=1.C([O-])([O-])=O.[Cs+].[Cs+]. The catalyst is CN(C=O)C.O. The product is [CH3:1][N:2]1[C:15]2[C:10](=[CH:11][CH:12]=[CH:13][CH:14]=2)[C:4]2([CH2:5][CH2:6][N:7]([CH2:17][C:18]3[CH:19]=[CH:20][C:21]([CH2:22][O:23][C:24]4[CH:29]=[CH:28][C:27]([C@@H:30]([C:37]#[C:38][CH3:39])[CH2:31][C:32]([O:34][CH2:35][CH3:36])=[O:33])=[CH:26][CH:25]=4)=[CH:40][CH:41]=3)[CH2:8][CH2:9]2)[CH2:3]1. The yield is 0.733. (2) The reactants are [CH3:1][O:2][C:3]1[CH:4]=[C:5](/[CH:11]=[CH:12]/[C:13](O)=O)[CH:6]=[CH:7][C:8]=1[O:9][CH3:10].[C:16]1([NH2:23])[CH:21]=[CH:20][CH:19]=[CH:18][C:17]=1[NH2:22].S(=O)(=O)(O)O.C([O-])(O)=O.[Na+]. The catalyst is C(O)CO.O. The product is [CH3:1][O:2][C:3]1[CH:4]=[C:5]([CH:6]=[CH:7][C:8]=1[O:9][CH3:10])/[CH:11]=[CH:12]/[C:13]1[NH:23][C:16]2[CH:21]=[CH:20][CH:19]=[CH:18][C:17]=2[N:22]=1. The yield is 0.230.